From a dataset of Forward reaction prediction with 1.9M reactions from USPTO patents (1976-2016). Predict the product of the given reaction. Given the reactants [NH2:1][C:2]1[N:3]([CH3:8])[O:4][C:5](=[O:7])[CH:6]=1.[N+:9]([C:12]1[S:16][CH:15]=[C:14]([CH:17]=O)[CH:13]=1)([O-:11])=[O:10].[O:19]1[CH2:24][C:23](=O)[CH2:22][C:21](=[O:26])[CH2:20]1, predict the reaction product. The product is: [CH3:8][N:3]1[C:2]2[NH:1][C:23]3[CH2:24][O:19][CH2:20][C:21](=[O:26])[C:22]=3[CH:17]([C:14]3[CH:13]=[C:12]([N+:9]([O-:11])=[O:10])[S:16][CH:15]=3)[C:6]=2[C:5](=[O:7])[O:4]1.